This data is from Peptide-MHC class II binding affinity with 134,281 pairs from IEDB. The task is: Regression. Given a peptide amino acid sequence and an MHC pseudo amino acid sequence, predict their binding affinity value. This is MHC class II binding data. (1) The peptide sequence is YDKFLANVSTVTTGK. The MHC is DRB1_1302 with pseudo-sequence DRB1_1302. The binding affinity (normalized) is 0.679. (2) The peptide sequence is VNRVLNYRWVNLSSF. The MHC is DRB1_0101 with pseudo-sequence DRB1_0101. The binding affinity (normalized) is 0.767. (3) The peptide sequence is MLEKTKEDLFGKKNL. The MHC is DRB1_1101 with pseudo-sequence DRB1_1101. The binding affinity (normalized) is 0.218. (4) The MHC is HLA-DQA10301-DQB10302 with pseudo-sequence HLA-DQA10301-DQB10302. The peptide sequence is MGVSDVPRDLEVVAA. The binding affinity (normalized) is 0.323.